This data is from Catalyst prediction with 721,799 reactions and 888 catalyst types from USPTO. The task is: Predict which catalyst facilitates the given reaction. (1) Reactant: [Br:1][C:2]1[C:11]2[C:6](=[C:7]([F:13])[CH:8]=[C:9]([CH3:12])[CH:10]=2)[CH:5]=[CH:4][C:3]=1[CH:14]=[CH2:15].[H][H]. Product: [Br:1][C:2]1[C:11]2[C:6](=[C:7]([F:13])[CH:8]=[C:9]([CH3:12])[CH:10]=2)[CH:5]=[CH:4][C:3]=1[CH2:14][CH3:15]. The catalyst class is: 586. (2) Reactant: [NH2:1][C:2]1[CH:3]=[C:4]([CH:8]=[CH:9][C:10]=1[Cl:11])[C:5]([OH:7])=O.CN(C(ON1N=NC2C=CC=CC1=2)=[N+](C)C)C.F[P-](F)(F)(F)(F)F.CCN(C(C)C)C(C)C.[Cl:45][C:46]1[CH:47]=[C:48]([CH:51]=[CH:52][CH:53]=1)[CH2:49][NH2:50]. Product: [NH2:1][C:2]1[CH:3]=[C:4]([CH:8]=[CH:9][C:10]=1[Cl:11])[C:5]([NH:50][CH2:49][C:48]1[CH:51]=[CH:52][CH:53]=[C:46]([Cl:45])[CH:47]=1)=[O:7]. The catalyst class is: 3. (3) Reactant: [CH3:1][O:2][C:3](=[O:15])[C:4]1[C:5](=[C:10](I)[CH:11]=[CH:12][CH:13]=1)[C:6]([O:8][CH3:9])=[O:7].C(=O)([O-])[O-].[Cs+].[Cs+].C1C=CC(P(C2C(C3C(P(C4C=CC=CC=4)C4C=CC=CC=4)=CC=C4C=3C=CC=C4)=C3C(C=CC=C3)=CC=2)C2C=CC=CC=2)=CC=1.[CH3:68][O:69][C:70]1[CH:75]=[CH:74][CH:73]=[C:72]([NH2:76])[CH:71]=1. Product: [CH3:1][O:2][C:3](=[O:15])[C:4]1[C:5](=[C:10]([NH:76][C:72]2[CH:73]=[CH:74][CH:75]=[C:70]([O:69][CH3:68])[CH:71]=2)[CH:11]=[CH:12][CH:13]=1)[C:6]([O:8][CH3:9])=[O:7]. The catalyst class is: 308. (4) Reactant: [N:1]1[CH:6]=[CH:5][CH:4]=[C:3]2[CH2:7][CH2:8][CH2:9][C:2]=12.[OH:10]S(O)(=O)=O.[NH4+].[OH-]. Product: [N:1]1[CH:6]=[CH:5][CH:4]=[C:3]2[C:7](=[O:10])[CH2:8][CH2:9][C:2]=12. The catalyst class is: 313. (5) Reactant: C[O-].[Na+].[OH:4][C@H:5]1[CH2:9][CH2:8][N:7]([C:10]([O:12][C:13]([CH3:16])([CH3:15])[CH3:14])=[O:11])[CH2:6]1.[C:17](#[N:20])[CH:18]=[CH2:19]. Product: [C:17]([CH2:18][CH2:19][O:4][C@H:5]1[CH2:9][CH2:8][N:7]([C:10]([O:12][C:13]([CH3:16])([CH3:15])[CH3:14])=[O:11])[CH2:6]1)#[N:20]. The catalyst class is: 6. (6) Reactant: C[O:2][C:3]([C:5]1[CH:10]=[CH:9][C:8]([C:11]2[CH:16]=[CH:15][C:14]([Cl:17])=[CH:13][CH:12]=2)=[CH:7][C:6]=1[O:18][CH3:19])=[O:4].O.[Li+].[OH-]. Product: [Cl:17][C:14]1[CH:13]=[CH:12][C:11]([C:8]2[CH:9]=[CH:10][C:5]([C:3]([OH:4])=[O:2])=[C:6]([O:18][CH3:19])[CH:7]=2)=[CH:16][CH:15]=1. The catalyst class is: 1. (7) Product: [Cl:1][C:2]1[N:7]=[N:6][C:5]([N:8]2[CH:13]([OH:14])[CH:12]([CH3:18])[N:10]([CH3:11])[C:9]2=[O:19])=[CH:4][C:3]=1[C:20]([F:23])([CH3:22])[CH3:21]. The catalyst class is: 15. Reactant: [Cl:1][C:2]1[N:7]=[N:6][C:5]([NH:8][C:9](=[O:19])[N:10]([CH:12]([CH3:18])[CH:13](OC)[O:14]C)[CH3:11])=[CH:4][C:3]=1[C:20]([F:23])([CH3:22])[CH3:21].O.